This data is from Full USPTO retrosynthesis dataset with 1.9M reactions from patents (1976-2016). The task is: Predict the reactants needed to synthesize the given product. (1) Given the product [CH3:20][C:19]1[N:12]([C:9]2[CH:10]=[CH:11][N:7]([CH2:6][O:5][CH2:4][CH2:3][Si:2]([CH3:14])([CH3:13])[CH3:1])[N:8]=2)[C:16]([CH3:15])=[CH:17][CH:18]=1, predict the reactants needed to synthesize it. The reactants are: [CH3:1][Si:2]([CH3:14])([CH3:13])[CH2:3][CH2:4][O:5][CH2:6][N:7]1[CH:11]=[CH:10][C:9]([NH2:12])=[N:8]1.[CH3:15][C:16](=O)[CH2:17][CH2:18][C:19](=O)[CH3:20]. (2) Given the product [C:10]([C@H:2]([NH:1][CH2:14][CH2:13][CH2:19][S:16]([OH:18])(=[O:17])=[O:15])[CH2:3][C:4]1[CH:9]=[CH:8][CH:7]=[CH:6][CH:5]=1)(=[O:11])[NH2:12], predict the reactants needed to synthesize it. The reactants are: [NH2:1][C@@H:2]([C:10]([NH2:12])=[O:11])[CH2:3][C:4]1[CH:9]=[CH:8][CH:7]=[CH:6][CH:5]=1.[CH2:13]1[CH2:19][S:16](=[O:18])(=[O:17])[O:15][CH2:14]1. (3) Given the product [CH3:1][O:2][C:3](=[O:20])[C:4]([C:12]1[CH:17]=[CH:16][C:15]([Cl:18])=[C:14]([Cl:19])[CH:13]=1)([CH3:11])[CH2:5][CH:6]=[O:7], predict the reactants needed to synthesize it. The reactants are: [CH3:1][O:2][C:3](=[O:20])[C:4]([C:12]1[CH:17]=[CH:16][C:15]([Cl:18])=[C:14]([Cl:19])[CH:13]=1)([CH3:11])[CH2:5][CH:6](OC)[O:7]C.Cl. (4) Given the product [CH3:39][Si:40]([CH3:49])([CH3:50])[O:41][Si:42]([CH3:48])([CH3:47])[O:43][Si:44]([CH2:3][CH2:2][CH2:1][N:4]=[C:5]([C:7]1[C:24]2=[C:25]3[C:14]([C:15]4[C:26]5[C:19](=[CH:20][CH:21]=[CH:22][C:23]2=5)[CH:18]=[CH:17][CH:16]=4)=[CH:13][CH:12]=[C:11]([C:27]([OH:29])=[O:28])[C:10]3=[C:9]([C:30]([OH:32])=[O:31])[C:8]=1[C:33](=[N:35][CH2:36][CH2:37][CH2:38][Si:44]([CH3:46])([CH3:45])[O:43][Si:42]([CH3:48])([CH3:47])[O:41][Si:40]([CH3:50])([CH3:49])[CH3:39])[OH:34])[OH:6])([CH3:45])[CH3:46], predict the reactants needed to synthesize it. The reactants are: [CH2:1]([N:4]=[C:5]([C:7]1[C:24]2=[C:25]3[C:14]([C:15]4[C:26]5[C:19](=[CH:20][CH:21]=[CH:22][C:23]2=5)[CH:18]=[CH:17][CH:16]=4)=[CH:13][CH:12]=[C:11]([C:27]([OH:29])=[O:28])[C:10]3=[C:9]([C:30]([OH:32])=[O:31])[C:8]=1[C:33](=[N:35][CH2:36][CH:37]=[CH2:38])[OH:34])[OH:6])[CH:2]=[CH2:3].[CH3:39][Si:40]([CH3:50])([CH3:49])[O:41][Si:42]([CH3:48])([CH3:47])[O:43][SiH:44]([CH3:46])[CH3:45]. (5) Given the product [O:27]1[C:31]2[CH:32]=[CH:33][C:34]([C:2]3[CH:3]=[C:4]([S:12]([NH:15][C:16]4[CH:25]=[CH:24][C:19]([C:20]([OH:22])=[O:21])=[C:18]([OH:26])[CH:17]=4)(=[O:13])=[O:14])[CH:5]=[C:6]([C:8]([F:11])([F:9])[F:10])[CH:7]=3)=[CH:35][C:30]=2[CH2:29][CH2:28]1, predict the reactants needed to synthesize it. The reactants are: Br[C:2]1[CH:3]=[C:4]([S:12]([NH:15][C:16]2[CH:25]=[CH:24][C:19]([C:20]([O:22]C)=[O:21])=[C:18]([OH:26])[CH:17]=2)(=[O:14])=[O:13])[CH:5]=[C:6]([C:8]([F:11])([F:10])[F:9])[CH:7]=1.[O:27]1[C:31]2[CH:32]=[CH:33][C:34](B(O)O)=[CH:35][C:30]=2[CH2:29][CH2:28]1. (6) Given the product [N+:15]([C:12]1[CH:11]=[CH:10][C:9]([CH2:8][O:7][CH:6]2[C:2](=[O:1])[CH2:3][N:4]([C:18](=[O:37])[C@H:19]([CH2:33][CH:34]([CH3:36])[CH3:35])[NH:20][C:21]([C:23]3[CH:32]=[CH:31][C:30]4[C:25](=[CH:26][CH:27]=[CH:28][CH:29]=4)[N:24]=3)=[O:22])[CH2:5]2)=[CH:14][CH:13]=1)([O-:17])=[O:16], predict the reactants needed to synthesize it. The reactants are: [OH:1][CH:2]1[CH:6]([O:7][CH2:8][C:9]2[CH:14]=[CH:13][C:12]([N+:15]([O-:17])=[O:16])=[CH:11][CH:10]=2)[CH2:5][N:4]([C:18](=[O:37])[C@H:19]([CH2:33][CH:34]([CH3:36])[CH3:35])[NH:20][C:21]([C:23]2[CH:32]=[CH:31][C:30]3[C:25](=[CH:26][CH:27]=[CH:28][CH:29]=3)[N:24]=2)=[O:22])[CH2:3]1.CC(OI1(OC(C)=O)(OC(C)=O)OC(=O)C2C=CC=CC1=2)=O.CCCCCC.C(OCC)(=O)C. (7) Given the product [CH:23]1([C:26]2[O:37][C:29]3=[N:30][C:31]([C:34]([NH:1][C:2]4[CH:3]=[N:4][CH:5]=[CH:6][C:7]=4[N:8]4[CH2:13][C@H:12]([CH3:14])[CH2:11][C@H:10]([NH:15][C:16](=[O:22])[O:17][C:18]([CH3:21])([CH3:20])[CH3:19])[CH2:9]4)=[O:35])=[CH:32][CH:33]=[C:28]3[CH:27]=2)[CH2:24][CH2:25]1, predict the reactants needed to synthesize it. The reactants are: [NH2:1][C:2]1[CH:3]=[N:4][CH:5]=[CH:6][C:7]=1[N:8]1[CH2:13][C@H:12]([CH3:14])[CH2:11][C@H:10]([NH:15][C:16](=[O:22])[O:17][C:18]([CH3:21])([CH3:20])[CH3:19])[CH2:9]1.[CH:23]1([C:26]2[O:37][C:29]3=[N:30][C:31]([C:34](O)=[O:35])=[CH:32][CH:33]=[C:28]3[CH:27]=2)[CH2:25][CH2:24]1.CCN(C(C)C)C(C)C.CN(C(ON1N=NC2C=CC=NC1=2)=[N+](C)C)C.F[P-](F)(F)(F)(F)F. (8) Given the product [CH3:6][NH:7][CH2:8][CH:9]1[CH2:14][CH2:13][N:12]([C:15]2[CH:16]=[CH:17][C:18]([O:21][CH2:22][CH3:23])=[CH:19][CH:20]=2)[CH2:11][CH2:10]1, predict the reactants needed to synthesize it. The reactants are: C(O[C:6](=O)[NH:7][CH2:8][CH:9]1[CH2:14][CH2:13][N:12]([C:15]2[CH:20]=[CH:19][C:18]([O:21][CH2:22][CH3:23])=[CH:17][CH:16]=2)[CH2:11][CH2:10]1)(C)(C)C.[H-].[Al+3].[Li+].[H-].[H-].[H-].O1CCCC1. (9) The reactants are: S(=O)(=O)(O)O.N[C:7]1[CH:8]=[C:9]([CH:13]=[C:14]([N+:17]([O-:19])=[O:18])[C:15]=1[CH3:16])[C:10]([OH:12])=[O:11].N([O-])=[O:21].[Na+]. Given the product [OH:21][C:7]1[CH:8]=[C:9]([CH:13]=[C:14]([N+:17]([O-:19])=[O:18])[C:15]=1[CH3:16])[C:10]([OH:12])=[O:11], predict the reactants needed to synthesize it. (10) The reactants are: [CH3:1][N:2]1[CH2:7][CH2:6][N:5]([C:8]2[NH:9][C:10](=[O:21])[C:11]3[C:16]([CH:17]=2)=[C:15]([N+:18]([O-])=O)[CH:14]=[CH:13][CH:12]=3)[CH2:4][CH2:3]1. Given the product [NH2:18][C:15]1[CH:14]=[CH:13][CH:12]=[C:11]2[C:16]=1[CH:17]=[C:8]([N:5]1[CH2:4][CH2:3][N:2]([CH3:1])[CH2:7][CH2:6]1)[NH:9][C:10]2=[O:21], predict the reactants needed to synthesize it.